From a dataset of Full USPTO retrosynthesis dataset with 1.9M reactions from patents (1976-2016). Predict the reactants needed to synthesize the given product. (1) Given the product [OH:16][C:15]1([CH2:14][CH2:13][C:6]2[C:5]3[C:10](=[CH:11][CH:12]=[C:3]([O:2][CH3:1])[CH:4]=3)[N:9]=[CH:8][N:7]=2)[CH2:19][CH2:4][C:3](=[O:2])[CH2:12][CH2:11]1, predict the reactants needed to synthesize it. The reactants are: [CH3:1][O:2][C:3]1[CH:4]=[C:5]2[C:10](=[CH:11][CH:12]=1)[N:9]=[CH:8][N:7]=[C:6]2[CH2:13][CH2:14][CH:15]1[CH2:19]OC2(CCC(O)CC2)[O:16]1. (2) Given the product [C:8]([O:12][C:13](=[O:41])[NH:14][C@@H:15]([CH2:16][N:17]1[CH2:22][C:21](=[O:23])[N:20]([C:24]2[C:29]([F:30])=[CH:28][CH:27]=[CH:26][C:25]=2[F:31])[CH2:19][C:18]1([CH3:32])[CH3:33])[C@@H:34]([OH:35])[CH2:38][C@H:37]([C:36](=[O:40])[NH:46][CH2:45][C:44]([CH3:48])([CH3:47])[CH3:43])[CH3:39])([CH3:10])([CH3:11])[CH3:9], predict the reactants needed to synthesize it. The reactants are: OC1C=CC=CN=1.[C:8]([O:12][C:13](=[O:41])[NH:14][C@H:15]([C@@H:34]1[CH2:38][C@@H:37]([CH3:39])[C:36](=[O:40])[O:35]1)[CH2:16][N:17]1[CH2:22][C:21](=[O:23])[N:20]([C:24]2[C:29]([F:30])=[CH:28][CH:27]=[CH:26][C:25]=2[F:31])[CH2:19][C:18]1([CH3:33])[CH3:32])([CH3:11])([CH3:10])[CH3:9].O.[CH3:43][C:44]([CH3:48])([CH3:47])[CH2:45][NH2:46]. (3) Given the product [C:1]([NH:4][C:5]1[N:6]=[C:7]([O:33][S:49]([C:38]2[C:39]([CH:46]([CH3:47])[CH3:48])=[CH:40][C:41]([CH:43]([CH3:45])[CH3:44])=[CH:42][C:37]=2[CH:34]([CH3:36])[CH3:35])(=[O:51])=[O:50])[C:8]2[S:13][C:12](=[O:14])[N:11]([C@H:15]3[O:27][C@H:26]([CH2:28][O:29][C:30](=[O:32])[CH3:31])[C@@H:21]([O:22][C:23](=[O:25])[CH3:24])[C@H:16]3[O:17][C:18](=[O:20])[CH3:19])[C:9]=2[N:10]=1)(=[O:3])[CH3:2], predict the reactants needed to synthesize it. The reactants are: [C:1]([NH:4][C:5]1[NH:6][C:7](=[O:33])[C:8]2[S:13][C:12](=[O:14])[N:11]([C@@H:15]3[O:27][C@H:26]([CH2:28][O:29][C:30](=[O:32])[CH3:31])[C@@H:21]([O:22][C:23](=[O:25])[CH3:24])[C@H:16]3[O:17][C:18](=[O:20])[CH3:19])[C:9]=2[N:10]=1)(=[O:3])[CH3:2].[CH:34]([C:37]1[CH:42]=[C:41]([CH:43]([CH3:45])[CH3:44])[CH:40]=[C:39]([CH:46]([CH3:48])[CH3:47])[C:38]=1[S:49](Cl)(=[O:51])=[O:50])([CH3:36])[CH3:35]. (4) Given the product [CH2:1]([C:4]1[C:5]([O:9][CH2:10][CH2:11][CH2:12][C:13]2[C:14]([CH2:28][CH2:29][CH3:30])=[N:15][N:16]([C:18]3[CH:23]=[CH:22][C:21]([C:24]([F:26])([F:25])[F:27])=[CH:20][N:19]=3)[CH:17]=2)=[N:6][N:7]([CH2:34][C:33]([OH:36])=[O:35])[CH:8]=1)[CH2:2][CH3:3], predict the reactants needed to synthesize it. The reactants are: [CH2:1]([C:4]1[C:5]([O:9][CH2:10][CH2:11][CH2:12][C:13]2[C:14]([CH2:28][CH2:29][CH3:30])=[N:15][N:16]([C:18]3[CH:23]=[CH:22][C:21]([C:24]([F:27])([F:26])[F:25])=[CH:20][N:19]=3)[CH:17]=2)=[N:6][NH:7][CH:8]=1)[CH2:2][CH3:3].[H-].[Na+].[C:33]([O:36]CBr)(=[O:35])[CH3:34].O. (5) Given the product [C:1]1([S:7]([N:10]2[CH2:14][CH2:13][S:12][CH:11]2[CH2:15][C:16]([OH:18])=[O:17])(=[O:8])=[O:9])[CH:2]=[CH:3][CH:4]=[CH:5][CH:6]=1, predict the reactants needed to synthesize it. The reactants are: [C:1]1([S:7]([N:10]2[CH2:14][CH2:13][S:12][CH:11]2[CH2:15][C:16]([O:18]CC)=[O:17])(=[O:9])=[O:8])[CH:6]=[CH:5][CH:4]=[CH:3][CH:2]=1.Cl. (6) Given the product [C:7]([O:5][CH:1]([Cl:6])[CH:2]([CH3:4])[CH3:3])(=[O:11])[CH:8]([CH3:10])[CH3:9], predict the reactants needed to synthesize it. The reactants are: [C:1]([Cl:6])(=[O:5])[CH:2]([CH3:4])[CH3:3].[CH:7](=[O:11])[CH:8]([CH3:10])[CH3:9].